Task: Predict the reaction yield, written as a fraction of the theoretical maximum amount of product (1.0 means a 100% yield; for example, 0.34 means a 34% yield).. Dataset: Reaction yield outcomes from USPTO patents with 853,638 reactions (1) The reactants are [CH3:1][O:2][C:3]1[N:8]=[C:7]([O:9][CH3:10])[C:6](/[CH:11]=[CH:12]/[C:13]([OH:15])=[O:14])=[CH:5][N:4]=1.[CH3:16][Si](C=[N+]=[N-])(C)C. The catalyst is CO.C1(C)C=CC=CC=1. The product is [CH3:1][O:2][C:3]1[N:8]=[C:7]([O:9][CH3:10])[C:6](/[CH:11]=[CH:12]/[C:13]([O:15][CH3:16])=[O:14])=[CH:5][N:4]=1. The yield is 0.690. (2) The reactants are [H-].[Na+].[N:3]1[N:4]=[CH:5][N:6]([NH:8][C:9]2[CH:14]=[C:13]([C:15]3[CH:20]=[CH:19][CH:18]=[CH:17][CH:16]=3)[C:12]([C:21]#[N:22])=[CH:11][CH:10]=2)[CH:7]=1.Br[CH2:24][CH2:25][C:26]1[C:42]([F:43])=[CH:41][C:29]([O:30][Si](C(C)C)(C(C)C)C(C)C)=[CH:28][C:27]=1[F:44].CCCC[N+](CCCC)(CCCC)CCCC.[F-]. The catalyst is CN(C=O)C.CC(O)=O. The product is [F:43][C:42]1[CH:41]=[C:29]([OH:30])[CH:28]=[C:27]([F:44])[C:26]=1[CH2:25][CH2:24][N:8]([N:6]1[CH:5]=[N:4][N:3]=[CH:7]1)[C:9]1[CH:14]=[C:13]([C:15]2[CH:20]=[CH:19][CH:18]=[CH:17][CH:16]=2)[C:12]([C:21]#[N:22])=[CH:11][CH:10]=1. The yield is 0.500. (3) The reactants are [CH3:1][O:2][CH2:3][CH2:4][CH2:5][O:6][C:7]1[CH:12]=[CH:11][N:10]=[C:9]([CH2:13][S:14][C:15]2[NH:19][C:18]3[CH:20]=[CH:21][CH:22]=[CH:23][C:17]=3[N:16]=2)[C:8]=1[CH3:24].[OH-:25].[Na+].O. The catalyst is ClCCl. The product is [CH3:1][O:2][CH2:3][CH2:4][CH2:5][O:6][C:7]1[CH:12]=[CH:11][N:10]=[C:9]([CH2:13][S:14]([C:15]2[NH:16][C:17]3[CH:23]=[CH:22][CH:21]=[CH:20][C:18]=3[N:19]=2)=[O:25])[C:8]=1[CH3:24]. The yield is 0.315. (4) The reactants are Br[C:2]1[C:3]([CH3:22])=[C:4]([CH3:21])[C:5]2[O:9][C:8]([CH3:11])([CH3:10])[CH:7]([C:12]3[CH:17]=[CH:16][C:15]([CH3:18])=[CH:14][CH:13]=3)[C:6]=2[C:19]=1[CH3:20].[CH2:23]([NH2:30])[C:24]1[CH:29]=[CH:28][CH:27]=[CH:26][CH:25]=1.C(O[Na])(C)(C)C.Cl. The catalyst is C([O-])(=O)C.[Pd+2].C([O-])(=O)C.O.C1(C)C=CC=CC=1. The product is [CH2:23]([NH:30][C:2]1[C:3]([CH3:22])=[C:4]([CH3:21])[C:5]2[O:9][C:8]([CH3:11])([CH3:10])[CH:7]([C:12]3[CH:17]=[CH:16][C:15]([CH3:18])=[CH:14][CH:13]=3)[C:6]=2[C:19]=1[CH3:20])[C:24]1[CH:29]=[CH:28][CH:27]=[CH:26][CH:25]=1. The yield is 0.923. (5) The reactants are [Cl-].O[NH3+:3].[C:4](=[O:7])([O-])[OH:5].[Na+].CS(C)=O.[CH3:13][O:14][C:15]1[CH:20]=[CH:19][C:18]([N:21]2[C:26](=[O:27])[C:25]([CH2:28][C:29]3[CH:34]=[CH:33][C:32]([C:35]4[C:36]([C:41]#[N:42])=[CH:37][CH:38]=[CH:39][CH:40]=4)=[CH:31][CH:30]=3)=[C:24]([CH2:43][CH2:44][CH3:45])[N:23]=[C:22]2[CH3:46])=[CH:17][CH:16]=1. The catalyst is O.C(OCC)(=O)C. The product is [CH3:13][O:14][C:15]1[CH:16]=[CH:17][C:18]([N:21]2[C:26](=[O:27])[C:25]([CH2:28][C:29]3[CH:34]=[CH:33][C:32]([C:35]4[CH:40]=[CH:39][CH:38]=[CH:37][C:36]=4[C:41]4[NH:3][C:4](=[O:7])[O:5][N:42]=4)=[CH:31][CH:30]=3)=[C:24]([CH2:43][CH2:44][CH3:45])[N:23]=[C:22]2[CH3:46])=[CH:19][CH:20]=1. The yield is 0.600.